From a dataset of Forward reaction prediction with 1.9M reactions from USPTO patents (1976-2016). Predict the product of the given reaction. (1) The product is: [Cl-:32].[F:24][C:21]([F:22])([F:23])[C:17]1[CH:16]=[C:15]([NH:14][CH:11]2[CH2:10][CH2:9][NH2+:8][CH2:13][CH2:12]2)[CH:20]=[CH:19][N:18]=1. Given the reactants C(OC([N:8]1[CH2:13][CH2:12][CH:11]([NH:14][C:15]2[CH:20]=[CH:19][N:18]=[C:17]([C:21]([F:24])([F:23])[F:22])[CH:16]=2)[CH2:10][CH2:9]1)=O)(C)(C)C.FC(F)(F)C(O)=O.[Cl:32]CCl, predict the reaction product. (2) Given the reactants [F:1][C:2]1[CH:3]=[C:4]([C@@H:9]2[CH2:11][C@H]2C#N)[CH:5]=[CH:6][C:7]=1[F:8].[CH2:14]([OH:16])[CH3:15].[OH2:17].Cl, predict the reaction product. The product is: [F:1][C:2]1[CH:3]=[C:4]([C@@H:9]2[CH2:11][C@H:15]2[C:14]([OH:17])=[O:16])[CH:5]=[CH:6][C:7]=1[F:8]. (3) Given the reactants [Br:1][C:2]1[C:10]2[N:9]=[C:8]([CH:11]([F:13])[F:12])[N:7]([CH2:14][C:15]3[CH:20]=[CH:19][CH:18]=[C:17]([C:21]([F:24])([F:23])[F:22])[C:16]=3[CH3:25])[C:6]=2[CH:5]=[C:4]([N+:26]([O-])=O)[CH:3]=1, predict the reaction product. The product is: [Br:1][C:2]1[C:10]2[N:9]=[C:8]([CH:11]([F:13])[F:12])[N:7]([CH2:14][C:15]3[CH:20]=[CH:19][CH:18]=[C:17]([C:21]([F:24])([F:22])[F:23])[C:16]=3[CH3:25])[C:6]=2[CH:5]=[C:4]([NH2:26])[CH:3]=1. (4) Given the reactants Cl.[NH2:2][CH2:3][CH2:4][S:5]([NH2:8])(=[O:7])=[O:6].C(Cl)CCl.C1C=CC2N(O)N=NC=2C=1.[C:23]([OH:33])(=O)[CH2:24][CH2:25][C:26]1[CH:31]=[CH:30][CH:29]=[CH:28][CH:27]=1.[Cl:34][C:35]1[CH:43]=[C:42]2[C:38]([C:39]([CH2:47][CH2:48][CH2:49][O:50][C:51]3[CH:56]=[C:55]([CH3:57])[C:54]([Cl:58])=[C:53]([CH3:59])[CH:52]=3)=[C:40]([C:44](O)=[O:45])[NH:41]2)=[CH:37][CH:36]=1, predict the reaction product. The product is: [Cl:34][C:35]1[CH:43]=[C:42]2[C:38]([C:39]([CH2:47][CH2:48][CH2:49][O:50][C:51]3[CH:52]=[C:53]([CH3:59])[C:54]([Cl:58])=[C:55]([CH3:57])[CH:56]=3)=[C:40]([C:44]([NH:8][S:5]([CH2:4][CH2:3][NH:2][C:23](=[O:33])[CH2:24][CH2:25][C:26]3[CH:27]=[CH:28][CH:29]=[CH:30][CH:31]=3)(=[O:7])=[O:6])=[O:45])[NH:41]2)=[CH:37][CH:36]=1. (5) Given the reactants [CH2:1]([O:8][C:9]1[C:14]([CH2:15][N:16]2[CH2:25][CH2:24][C:23]3[C:18](=[C:19]([Cl:31])[C:20]([O:27][CH:28]([CH3:30])[CH3:29])=[CH:21][C:22]=3Br)[C:17]2=[O:32])=[C:13]([CH3:33])[CH:12]=[C:11]([CH3:34])[N:10]=1)[C:2]1[CH:7]=[CH:6][CH:5]=[CH:4][CH:3]=1.CC1(C)C(C)(C)OB([C:43]2[CH:44]=[CH:45][C:46]([N:49]3[CH2:54][CH2:53][N:52]([C:55]([O:57][C:58]([CH3:61])([CH3:60])[CH3:59])=[O:56])[CH2:51][CH2:50]3)=[N:47][CH:48]=2)O1.C([O-])([O-])=O.[Na+].[Na+], predict the reaction product. The product is: [CH2:1]([O:8][C:9]1[C:14]([CH2:15][N:16]2[CH2:25][CH2:24][C:23]3[C:18](=[C:19]([Cl:31])[C:20]([O:27][CH:28]([CH3:30])[CH3:29])=[CH:21][C:22]=3[C:43]3[CH:44]=[CH:45][C:46]([N:49]4[CH2:54][CH2:53][N:52]([C:55]([O:57][C:58]([CH3:61])([CH3:60])[CH3:59])=[O:56])[CH2:51][CH2:50]4)=[N:47][CH:48]=3)[C:17]2=[O:32])=[C:13]([CH3:33])[CH:12]=[C:11]([CH3:34])[N:10]=1)[C:2]1[CH:7]=[CH:6][CH:5]=[CH:4][CH:3]=1. (6) Given the reactants Br[C:2]1[S:13][C:12]2[N:11]=[C:10]([CH3:14])[C:9]3[N:5]([C:6]([CH2:16][CH2:17][CH3:18])=[N:7][C:8]=3[CH3:15])[C:4]=2[N:3]=1.[CH3:19][O-:20].[Na+], predict the reaction product. The product is: [CH3:19][O:20][C:2]1[S:13][C:12]2[N:11]=[C:10]([CH3:14])[C:9]3[N:5]([C:6]([CH2:16][CH2:17][CH3:18])=[N:7][C:8]=3[CH3:15])[C:4]=2[N:3]=1.